Dataset: Peptide-MHC class I binding affinity with 185,985 pairs from IEDB/IMGT. Task: Regression. Given a peptide amino acid sequence and an MHC pseudo amino acid sequence, predict their binding affinity value. This is MHC class I binding data. (1) The peptide sequence is YSSMTSDSK. The MHC is HLA-A03:01 with pseudo-sequence HLA-A03:01. The binding affinity (normalized) is 0.299. (2) The binding affinity (normalized) is 0.0847. The peptide sequence is IVAQGIAAL. The MHC is HLA-B40:01 with pseudo-sequence HLA-B40:01. (3) The peptide sequence is WLWGFLSRNK. The MHC is HLA-A03:01 with pseudo-sequence HLA-A03:01. The binding affinity (normalized) is 0.570. (4) The peptide sequence is DTLKVCIGY. The MHC is HLA-B18:01 with pseudo-sequence HLA-B18:01. The binding affinity (normalized) is 0.936. (5) The peptide sequence is LTHSINALI. The MHC is Mamu-A01 with pseudo-sequence Mamu-A01. The binding affinity (normalized) is 0.558. (6) The peptide sequence is RRNRKALWL. The MHC is HLA-B73:01 with pseudo-sequence HLA-B73:01. The binding affinity (normalized) is 0.249. (7) The peptide sequence is LLECFVRSSPA. The MHC is H-2-Kb with pseudo-sequence H-2-Kb. The binding affinity (normalized) is 0.0453.